Task: Binary Classification. Given a drug SMILES string, predict its activity (active/inactive) in a high-throughput screening assay against a specified biological target.. Dataset: HIV replication inhibition screening data with 41,000+ compounds from the AIDS Antiviral Screen (1) The drug is CC(=O)NNc1nc(C)c(C(=O)NNC(=O)C(=O)Nc2c(Cl)cc([N+](=O)[O-])cc2Cl)s1. The result is 0 (inactive). (2) The drug is N#Cc1ccc(C=C(C(=O)c2ccccc2)c2ccccc2)cc1. The result is 0 (inactive). (3) The compound is Cc1ccc(Cl)c(NC(=O)C(=O)C(C(=O)c2ccncc2)C2OC(=O)c3ccccc32)c1. The result is 0 (inactive).